Task: Predict the product of the given reaction.. Dataset: Forward reaction prediction with 1.9M reactions from USPTO patents (1976-2016) (1) Given the reactants Br[C:2]1[CH:3]=[CH:4][C:5]([C:8]([O:10][CH2:11][C:12]2[CH:17]=[CH:16][CH:15]=[CH:14][CH:13]=2)=[O:9])=[N:6][CH:7]=1.CCN(CC)CC.[CH:25](O)([CH3:27])[CH3:26], predict the reaction product. The product is: [C:25]([C:2]1[CH:3]=[CH:4][C:5]([C:8]([O:10][CH2:11][C:12]2[CH:17]=[CH:16][CH:15]=[CH:14][CH:13]=2)=[O:9])=[N:6][CH:7]=1)([CH3:27])=[CH2:26]. (2) Given the reactants [Cl:1][S:2]([OH:5])(=O)=[O:3].[F:6][C:7]1[CH:19]=[CH:18][C:10]([O:11][C:12]2[CH:17]=[CH:16][CH:15]=[CH:14][CH:13]=2)=[CH:9][CH:8]=1, predict the reaction product. The product is: [F:6][C:7]1[CH:19]=[CH:18][C:10]([O:11][C:12]2[CH:17]=[CH:16][CH:15]=[CH:14][C:13]=2[S:2]([Cl:1])(=[O:5])=[O:3])=[CH:9][CH:8]=1. (3) Given the reactants [NH2:1][C:2]1[N:7]=[C:6](S(C)=O)[C:5]([C:11]#[N:12])=[C:4]([N:13]2[CH:17]=[CH:16][CH:15]=[N:14]2)[N:3]=1.[CH2:18]([NH2:25])[C:19]1[CH:24]=[CH:23][CH:22]=[CH:21][CH:20]=1, predict the reaction product. The product is: [NH2:1][C:2]1[N:7]=[C:6]([NH:25][CH2:18][C:19]2[CH:24]=[CH:23][CH:22]=[CH:21][CH:20]=2)[C:5]([C:11]#[N:12])=[C:4]([N:13]2[CH:17]=[CH:16][CH:15]=[N:14]2)[N:3]=1. (4) Given the reactants [F:1][C:2]1[CH:7]=[CH:6][C:5]([N:8]2[C:16]3[CH:15]=[C:14]4[CH2:17][CH2:18][CH2:19][C@H:20]5[CH2:25][C@:24]([OH:30])([C:26]([F:29])([F:28])[F:27])[CH2:23][CH2:22][C@:21]5([C:31]#[N:32])[C:13]4=[CH:12][C:11]=3[CH:10]=[N:9]2)=[CH:4][CH:3]=1.[F:33][C:34]1[CH:39]=[CH:38][C:37]([N:40]2[C:48]3[CH:47]=[C:46]4[CH2:49][CH2:50][CH2:51][C@@H:52]5[CH2:57][C@@:56]([OH:62])([C:58]([F:61])([F:60])[F:59])[CH2:55][CH2:54][C@@:53]5([C:63]#[N:64])[C:45]4=[CH:44][C:43]=3[CH:42]=[N:41]2)=[CH:36][CH:35]=1.[Li+].C[Si]([N-][Si](C)(C)C)(C)C.[CH2:75]([Si:77]([CH2:81][CH3:82])([CH2:79][CH3:80])Cl)[CH3:76], predict the reaction product. The product is: [F:1][C:2]1[CH:3]=[CH:4][C:5]([N:8]2[C:16]3[CH:15]=[C:14]4[CH2:17][CH2:18][CH2:19][C@@H:20]5[CH2:25][C@@:24]([O:30][Si:77]([CH2:81][CH3:82])([CH2:79][CH3:80])[CH2:75][CH3:76])([C:26]([F:29])([F:28])[F:27])[CH2:23][CH2:22][C@@:21]5([C:31]#[N:32])[C:13]4=[CH:12][C:11]=3[CH:10]=[N:9]2)=[CH:6][CH:7]=1.[F:33][C:34]1[CH:35]=[CH:36][C:37]([N:40]2[C:48]3[CH:47]=[C:46]4[CH2:49][CH2:50][CH2:51][C@H:52]5[CH2:57][C@:56]([O:62][Si:77]([CH2:81][CH3:82])([CH2:79][CH3:80])[CH2:75][CH3:76])([C:58]([F:61])([F:60])[F:59])[CH2:55][CH2:54][C@:53]5([C:63]#[N:64])[C:45]4=[CH:44][C:43]=3[CH:42]=[N:41]2)=[CH:38][CH:39]=1. (5) Given the reactants [Cl:1][C:2]1[CH:3]=[C:4]([C:16]([NH:18][C@H:19]([C:21]2[CH:29]=[CH:28][C:24]([C:25]([OH:27])=[O:26])=[CH:23][CH:22]=2)[CH3:20])=[O:17])[C:5]([O:8][C:9]2[CH:14]=[CH:13][CH:12]=[C:11](F)[CH:10]=2)=[N:6][CH:7]=1.[N:30]1[CH:35]=[CH:34][C:33](C2C=C(O)C=CC=2)=[CH:32][CH:31]=1, predict the reaction product. The product is: [Cl:1][C:2]1[CH:3]=[C:4]([C:16]([NH:18][C@H:19]([C:21]2[CH:29]=[CH:28][C:24]([C:25]([OH:27])=[O:26])=[CH:23][CH:22]=2)[CH3:20])=[O:17])[C:5]([O:8][C:9]2[CH:14]=[CH:13][CH:12]=[C:11]([C:33]3[CH:34]=[CH:35][N:30]=[CH:31][CH:32]=3)[CH:10]=2)=[N:6][CH:7]=1.